From a dataset of Forward reaction prediction with 1.9M reactions from USPTO patents (1976-2016). Predict the product of the given reaction. (1) Given the reactants [CH3:1][NH:2][C:3]([N:5]1[C:13]2[C:8](=[CH:9][C:10]([NH2:14])=[CH:11][CH:12]=2)[CH:7]=[C:6]1[CH3:15])=[O:4].Cl.O1CCOCC1.Cl[C:24]1[CH:29]=[CH:28][N:27]=[C:26]2[CH:30]=[C:31]([C:33]3[N:34]([CH3:38])[CH:35]=[CH:36][N:37]=3)[S:32][C:25]=12.C([O-])(O)=O.[Na+], predict the reaction product. The product is: [CH3:1][NH:2][C:3]([N:5]1[C:13]2[C:8](=[CH:9][C:10]([NH:14][C:24]3[CH:29]=[CH:28][N:27]=[C:26]4[CH:30]=[C:31]([C:33]5[N:34]([CH3:38])[CH:35]=[CH:36][N:37]=5)[S:32][C:25]=34)=[CH:11][CH:12]=2)[CH:7]=[C:6]1[CH3:15])=[O:4]. (2) The product is: [CH3:1][O:2][C:3]1[CH:8]=[CH:7][C:6]([S:9]([NH:20][CH3:19])(=[O:11])=[O:10])=[C:5]([N:13]2[CH2:18][CH2:17][O:16][CH2:15][CH2:14]2)[CH:4]=1. Given the reactants [CH3:1][O:2][C:3]1[CH:8]=[CH:7][C:6]([S:9](Cl)(=[O:11])=[O:10])=[C:5]([N:13]2[CH2:18][CH2:17][O:16][CH2:15][CH2:14]2)[CH:4]=1.[CH3:19][NH2:20], predict the reaction product.